From a dataset of Forward reaction prediction with 1.9M reactions from USPTO patents (1976-2016). Predict the product of the given reaction. Given the reactants [N:1]1[N:2]([C:10]2[N:31]=[CH:30][CH:29]=[CH:28][C:11]=2[C:12]([NH:14][CH:15]([CH2:21][C:22]2[CH:27]=[CH:26][CH:25]=[CH:24][CH:23]=2)[CH:16]([OH:20])[C:17]([OH:19])=O)=[O:13])[CH:3]=[C:4]2[C:9]=1[CH2:8][CH2:7][CH2:6][CH2:5]2.Cl.[CH:33]1([NH2:36])[CH2:35][CH2:34]1, predict the reaction product. The product is: [CH:33]1([NH:36][C:17](=[O:19])[CH:16]([OH:20])[CH:15]([NH:14][C:12](=[O:13])[C:11]2[CH:28]=[CH:29][CH:30]=[N:31][C:10]=2[N:2]2[CH:3]=[C:4]3[C:9]([CH2:8][CH2:7][CH2:6][CH2:5]3)=[N:1]2)[CH2:21][C:22]2[CH:23]=[CH:24][CH:25]=[CH:26][CH:27]=2)[CH2:35][CH2:34]1.